Dataset: Reaction yield outcomes from USPTO patents with 853,638 reactions. Task: Predict the reaction yield, written as a fraction of the theoretical maximum amount of product (1.0 means a 100% yield; for example, 0.34 means a 34% yield). (1) The reactants are N1C(C)=CC=CC=1C.[Cl:9][C:10]1[C:19]([OH:20])=[C:18]2[C:13]([CH:14]=[CH:15][C:16]([CH3:21])=[N:17]2)=[CH:12][CH:11]=1.[F:22][C:23]([F:36])([F:35])[S:24](O[S:24]([C:23]([F:36])([F:35])[F:22])(=[O:26])=[O:25])(=[O:26])=[O:25]. The catalyst is C(Cl)Cl.O. The product is [Cl:9][C:10]1[C:19]([O:20][S:24]([C:23]([F:36])([F:35])[F:22])(=[O:26])=[O:25])=[C:18]2[C:13]([CH:14]=[CH:15][C:16]([CH3:21])=[N:17]2)=[CH:12][CH:11]=1. The yield is 0.350. (2) The yield is 0.490. The reactants are [C:1]([C:3]1[CH:4]=[C:5]([NH:9][C:10]2[CH2:14][CH2:13][C:12](=[O:15])[C:11]=2[CH3:16])[CH:6]=[CH:7][CH:8]=1)#[CH:2].[N:17]([CH2:20][C:21]1[CH:26]=[CH:25][CH:24]=[CH:23][CH:22]=1)=[N+:18]=[N-:19].O=C1O[C@H]([C@H](CO)O)C([O-])=C1O.[Na+]. The catalyst is O.C(O)(C)(C)C.O.O.O.O.O.S([O-])([O-])(=O)=O.[Cu+2]. The product is [CH2:20]([N:17]1[CH:2]=[C:1]([C:3]2[CH:4]=[C:5]([NH:9][C:10]3[CH2:14][CH2:13][C:12](=[O:15])[C:11]=3[CH3:16])[CH:6]=[CH:7][CH:8]=2)[N:19]=[N:18]1)[C:21]1[CH:26]=[CH:25][CH:24]=[CH:23][CH:22]=1. (3) The reactants are Cl[C:2]([O:4][CH2:5][CH3:6])=[O:3].[C:7]1(=[O:17])[NH:11][C:10](=[O:12])[C:9]2[CH2:13][CH2:14][CH2:15][CH2:16][C:8]1=2.C(N(CC)CC)C.CO. The catalyst is CN(C)C=O.C(Cl)(Cl)Cl. The product is [CH2:5]([O:4][C:2]([N:11]1[C:10](=[O:12])[C:9]2[CH2:13][CH2:14][CH2:15][CH2:16][C:8]=2[C:7]1=[O:17])=[O:3])[CH3:6]. The yield is 0.420. (4) The reactants are [N:1]([CH2:4][CH2:5][CH2:6][N:7]1[CH:15]=[N:14][C:13]2[C:8]1=[N:9][CH:10]=[N:11][C:12]=2[NH2:16])=[N+]=[N-].[H][H]. The catalyst is [Pd].CO. The product is [NH2:1][CH2:4][CH2:5][CH2:6][N:7]1[CH:15]=[N:14][C:13]2[C:8]1=[N:9][CH:10]=[N:11][C:12]=2[NH2:16]. The yield is 0.760. (5) The reactants are CCCC[N+](CCCC)(CCCC)CCCC.[F-].[C:19]([Si](C)(C)C)#[C:20][CH2:21][CH3:22].I[C:28]1[CH:29]=[C:30]2[C:34](=[CH:35][CH:36]=1)[N:33]([C:37](=[O:39])[CH3:38])[CH:32]=[CH:31]2. The catalyst is C(OCC)(=O)C.C1C=CC([P]([Pd]([P](C2C=CC=CC=2)(C2C=CC=CC=2)C2C=CC=CC=2)([P](C2C=CC=CC=2)(C2C=CC=CC=2)C2C=CC=CC=2)[P](C2C=CC=CC=2)(C2C=CC=CC=2)C2C=CC=CC=2)(C2C=CC=CC=2)C2C=CC=CC=2)=CC=1.[Cu]I. The product is [C:19]([C:28]1[CH:29]=[C:30]2[C:34](=[CH:35][CH:36]=1)[N:33]([C:37](=[O:39])[CH3:38])[CH:32]=[CH:31]2)#[C:20][CH2:21][CH3:22]. The yield is 0.960.